From a dataset of Full USPTO retrosynthesis dataset with 1.9M reactions from patents (1976-2016). Predict the reactants needed to synthesize the given product. (1) Given the product [CH3:28][C:3]1([CH3:29])[CH:2]([C:30]2[CH:34]=[CH:33][S:32][CH:31]=2)[C:6]2[C:7]([CH3:27])=[C:8]([N:13]3[CH2:18][CH2:17][N:16]([C:19]4[CH:20]=[CH:21][C:22]([O:25][CH3:26])=[CH:23][CH:24]=4)[CH2:15][CH2:14]3)[C:9]([CH3:12])=[C:10]([CH3:11])[C:5]=2[O:4]1, predict the reactants needed to synthesize it. The reactants are: O[C:2]1([C:30]2[CH:34]=[CH:33][S:32][CH:31]=2)[C:6]2[C:7]([CH3:27])=[C:8]([N:13]3[CH2:18][CH2:17][N:16]([C:19]4[CH:24]=[CH:23][C:22]([O:25][CH3:26])=[CH:21][CH:20]=4)[CH2:15][CH2:14]3)[C:9]([CH3:12])=[C:10]([CH3:11])[C:5]=2[O:4][C:3]1([CH3:29])[CH3:28]. (2) Given the product [Br:13][C:11]1[C:10]([CH2:14][O:15][CH:16]2[CH:21]([C:22]3[CH:23]=[CH:24][C:25]([O:28][CH2:29][CH2:30][CH2:31][O:32][CH2:33][C:34]4[CH:39]=[CH:38][CH:37]=[CH:36][C:35]=4[O:40][CH3:41])=[CH:26][CH:27]=3)[CH2:20][CH2:19][N:18]([C:42]([O:44][CH2:45][C:46]3[CH:51]=[CH:50][CH:49]=[CH:48][CH:47]=3)=[O:43])[CH2:17]2)=[CH:9][CH:8]=[C:7]2[C:12]=1[N:4]([CH2:3][CH2:2][NH:1][C:62]([CH:59]1[CH2:61][CH2:60]1)=[O:63])[CH:5]=[C:6]2[CH3:52], predict the reactants needed to synthesize it. The reactants are: [NH2:1][CH2:2][CH2:3][N:4]1[C:12]2[C:7](=[CH:8][CH:9]=[C:10]([CH2:14][O:15][CH:16]3[CH:21]([C:22]4[CH:27]=[CH:26][C:25]([O:28][CH2:29][CH2:30][CH2:31][O:32][CH2:33][C:34]5[CH:39]=[CH:38][CH:37]=[CH:36][C:35]=5[O:40][CH3:41])=[CH:24][CH:23]=4)[CH2:20][CH2:19][N:18]([C:42]([O:44][CH2:45][C:46]4[CH:51]=[CH:50][CH:49]=[CH:48][CH:47]=4)=[O:43])[CH2:17]3)[C:11]=2[Br:13])[C:6]([CH3:52])=[CH:5]1.N1C=CC=CC=1.[CH:59]1([C:62](Cl)=[O:63])[CH2:61][CH2:60]1. (3) Given the product [F:26][C:27]1[CH:28]=[C:29]([S:36]([N:8]([CH2:7][C:6]2[CH:5]=[CH:4][C:3]([O:2][CH3:1])=[CH:15][CH:14]=2)[C:9]2[S:10][CH:11]=[CH:12][N:13]=2)(=[O:37])=[O:38])[CH:30]=[CH:31][C:32]=1[N+:33]([O-:35])=[O:34], predict the reactants needed to synthesize it. The reactants are: [CH3:1][O:2][C:3]1[CH:15]=[CH:14][C:6]([CH2:7][NH:8][C:9]2[S:10][CH:11]=[CH:12][N:13]=2)=[CH:5][CH:4]=1.[Li+].C[Si]([N-][Si](C)(C)C)(C)C.[F:26][C:27]1[CH:28]=[C:29]([S:36](Cl)(=[O:38])=[O:37])[CH:30]=[CH:31][C:32]=1[N+:33]([O-:35])=[O:34]. (4) Given the product [CH3:22][O:21][C:19](=[O:20])[CH2:18][C:17]([NH:2][CH:3]1[CH2:4][CH2:5][N:6]([C:9]([O:11][C:12]([CH3:15])([CH3:14])[CH3:13])=[O:10])[CH2:7][CH2:8]1)=[O:23], predict the reactants needed to synthesize it. The reactants are: Cl.[NH2:2][CH:3]1[CH2:8][CH2:7][N:6]([C:9]([O:11][C:12]([CH3:15])([CH3:14])[CH3:13])=[O:10])[CH2:5][CH2:4]1.Cl[C:17](=[O:23])[CH2:18][C:19]([O:21][CH3:22])=[O:20].CCN(C(C)C)C(C)C. (5) The reactants are: [C:1]([O:9][CH2:10][CH3:11])(=[O:8])[CH2:2][C:3]([O:5][CH2:6][CH3:7])=[O:4].[H-].[Na+].F[C:15]1[CH:20]=[C:19]([F:21])[CH:18]=[CH:17][C:16]=1[N+:22]([O-:24])=[O:23].[NH4+].[Cl-]. Given the product [F:21][C:19]1[CH:18]=[CH:17][C:16]([N+:22]([O-:24])=[O:23])=[C:15]([CH:2]([C:3]([O:5][CH2:6][CH3:7])=[O:4])[C:1]([O:9][CH2:10][CH3:11])=[O:8])[CH:20]=1, predict the reactants needed to synthesize it. (6) Given the product [Br:9][C:10]1[CH:11]=[C:12]([C:16]2[S:8][C:3]3[CH:4]=[CH:5][CH:6]=[CH:7][C:2]=3[N:1]=2)[CH:13]=[N:14][CH:15]=1, predict the reactants needed to synthesize it. The reactants are: [NH2:1][C:2]1[CH:7]=[CH:6][CH:5]=[CH:4][C:3]=1[SH:8].[Br:9][C:10]1[CH:11]=[C:12]([CH:16]=O)[CH:13]=[N:14][CH:15]=1. (7) Given the product [C:44]([O-:46])(=[O:45])[CH3:43].[NH4+:9].[F:1][C:2]1[CH:3]=[CH:4][C:5]([C:8]2[C:43]([C:44]([NH:49][CH3:48])=[O:46])=[C:11]3[CH:12]=[C:13]([C:25]4[CH:30]=[CH:29][CH:28]=[C:27]([C:31](=[O:42])[NH:32][C:33]([C:36]5[CH:41]=[CH:40][CH:39]=[CH:38][CH:37]=5)([CH3:34])[CH3:35])[CH:26]=4)[C:14]([N:16]([CH2:21][CH2:22][O:23][CH3:24])[S:17]([CH3:20])(=[O:19])=[O:18])=[CH:15][N:10]3[N:9]=2)=[CH:6][CH:7]=1, predict the reactants needed to synthesize it. The reactants are: [F:1][C:2]1[CH:7]=[CH:6][C:5]([C:8]2[C:43]([C:44]([OH:46])=[O:45])=[C:11]3[CH:12]=[C:13]([C:25]4[CH:30]=[CH:29][CH:28]=[C:27]([C:31](=[O:42])[NH:32][C:33]([C:36]5[CH:41]=[CH:40][CH:39]=[CH:38][CH:37]=5)([CH3:35])[CH3:34])[CH:26]=4)[C:14]([N:16]([CH2:21][CH2:22][O:23][CH3:24])[S:17]([CH3:20])(=[O:19])=[O:18])=[CH:15][N:10]3[N:9]=2)=[CH:4][CH:3]=1.Cl.[CH3:48][NH2:49]. (8) Given the product [CH2:1]([O:8][C:9]1[C:18]2[C:13](=[CH:14][CH:15]=[C:16]([Br:19])[CH:17]=2)[N:12]=[C:11]([N:24]2[CH2:25][C:26]3[CH:31]=[CH:30][CH:29]=[CH:28][C:27]=3[S:21][CH2:22][CH2:23]2)[N:10]=1)[C:2]1[CH:7]=[CH:6][CH:5]=[CH:4][CH:3]=1, predict the reactants needed to synthesize it. The reactants are: [CH2:1]([O:8][C:9]1[C:18]2[C:13](=[CH:14][CH:15]=[C:16]([Br:19])[CH:17]=2)[N:12]=[C:11](Cl)[N:10]=1)[C:2]1[CH:7]=[CH:6][CH:5]=[CH:4][CH:3]=1.[S:21]1[C:27]2[CH:28]=[CH:29][CH:30]=[CH:31][C:26]=2[CH2:25][NH:24][CH2:23][CH2:22]1. (9) Given the product [CH3:21][C:17]([C:11]1[CH:16]=[CH:15][CH:14]=[CH:13][CH:12]=1)([CH2:25][CH2:24][C:23]([CH3:28])([CH3:27])[CH3:22])[C:18]([OH:20])=[O:19], predict the reactants needed to synthesize it. The reactants are: C[Si]([N-][Si](C)(C)C)(C)C.[Li+].[C:11]1([CH:17]([CH3:21])[C:18]([OH:20])=[O:19])[CH:16]=[CH:15][CH:14]=[CH:13][CH:12]=1.[CH3:22][C:23]([CH3:28])([CH3:27])[CH2:24][CH2:25]I. (10) Given the product [Br:1][C:2]1[CH:7]=[C:6]([NH2:8])[CH:5]=[C:4]([CH3:11])[N:3]=1, predict the reactants needed to synthesize it. The reactants are: [Br:1][C:2]1[CH:7]=[C:6]([N+:8]([O-])=O)[CH:5]=[C:4]([CH3:11])[N:3]=1.